From a dataset of Catalyst prediction with 721,799 reactions and 888 catalyst types from USPTO. Predict which catalyst facilitates the given reaction. (1) Reactant: [CH2:1]([O:3][C:4]([C:6]1([NH:15][CH2:16][C:17]2[CH:22]=[CH:21][CH:20]=[C:19]([CH3:23])[C:18]=2[OH:24])[CH2:14][C:13]2[C:8](=[CH:9][CH:10]=[CH:11][CH:12]=2)[CH2:7]1)=[O:5])[CH3:2].[CH3:25][CH:26](O)[CH3:27].C1(P(C2C=CC=CC=2)C2C=CC=CC=2)C=CC=CC=1.CC(OC(/N=N/C(OC(C)C)=O)=O)C. The catalyst class is: 7. Product: [CH2:1]([O:3][C:4]([C:6]1([NH:15][CH2:16][C:17]2[CH:22]=[CH:21][CH:20]=[C:19]([CH3:23])[C:18]=2[O:24][CH:26]([CH3:27])[CH3:25])[CH2:7][C:8]2[C:13](=[CH:12][CH:11]=[CH:10][CH:9]=2)[CH2:14]1)=[O:5])[CH3:2]. (2) Reactant: [C:1]1([NH:7][C:8]2[C:9]([NH2:14])=[CH:10][CH:11]=[CH:12][CH:13]=2)[CH:6]=[CH:5][CH:4]=[CH:3][CH:2]=1.[C:15](O)(=O)C.C(N)=N. Product: [C:1]1([N:7]2[C:8]3[CH:13]=[CH:12][CH:11]=[CH:10][C:9]=3[N:14]=[CH:15]2)[CH:2]=[CH:3][CH:4]=[CH:5][CH:6]=1. The catalyst class is: 141.